Task: Regression/Classification. Given a drug SMILES string, predict its toxicity properties. Task type varies by dataset: regression for continuous values (e.g., LD50, hERG inhibition percentage) or binary classification for toxic/non-toxic outcomes (e.g., AMES mutagenicity, cardiotoxicity, hepatotoxicity). Dataset: herg_karim.. Dataset: hERG potassium channel inhibition data for cardiac toxicity prediction from Karim et al. (1) The result is 1 (blocker). The molecule is COc1ccc(C2CN(Cc3ccc(OC)c(OC)c3)CC2CNC(=O)c2cccc(Cl)c2)cc1. (2) The drug is COn1cc(C2=NC(C)C(c3ccc(F)cc3)(c3ccc(F)nc3)N2)ccc1=O. The result is 0 (non-blocker).